This data is from Reaction yield outcomes from USPTO patents with 853,638 reactions. The task is: Predict the reaction yield, written as a fraction of the theoretical maximum amount of product (1.0 means a 100% yield; for example, 0.34 means a 34% yield). (1) The catalyst is ClCCl.O=[Pt]=O. The yield is 0.740. The product is [CH3:1][C@H:2]1[NH:7][C@@H:6]([C:8]2[CH:13]=[CH:12][CH:11]=[CH:10][CH:9]=2)[CH2:5][O:4][C:3]1=[O:14]. The reactants are [CH3:1][C:2]1[C:3](=[O:14])[O:4][CH2:5][C@H:6]([C:8]2[CH:13]=[CH:12][CH:11]=[CH:10][CH:9]=2)[N:7]=1. (2) The reactants are [Cl-].O[NH3+:3].[C:4](=[O:7])([O-])[OH:5].[Na+].CS(C)=O.[OH:13][CH:14]([CH3:53])[C:15]([CH3:52])([CH3:51])[O:16][C:17]1[CH:22]=[CH:21][C:20]([N:23]2[C:28](=[O:29])[C:27]([CH2:30][C:31]3[CH:36]=[CH:35][C:34]([C:37]4[C:38]([C:43]#[N:44])=[CH:39][CH:40]=[CH:41][CH:42]=4)=[CH:33][CH:32]=3)=[C:26]([CH2:45][CH2:46][CH3:47])[N:25]3[N:48]=[CH:49][N:50]=[C:24]23)=[CH:19][CH:18]=1. The catalyst is C(OCC)(=O)C. The product is [OH:13][CH:14]([CH3:53])[C:15]([CH3:51])([CH3:52])[O:16][C:17]1[CH:22]=[CH:21][C:20]([N:23]2[C:28](=[O:29])[C:27]([CH2:30][C:31]3[CH:36]=[CH:35][C:34]([C:37]4[CH:42]=[CH:41][CH:40]=[CH:39][C:38]=4[C:43]4[NH:3][C:4](=[O:7])[O:5][N:44]=4)=[CH:33][CH:32]=3)=[C:26]([CH2:45][CH2:46][CH3:47])[N:25]3[N:48]=[CH:49][N:50]=[C:24]23)=[CH:19][CH:18]=1. The yield is 0.430. (3) The reactants are [NH2:1][C:2]1[CH:30]=[CH:29][C:5]([O:6][C:7]2[CH:12]=[CH:11][N:10]=[C:9]([NH:13][C:14]([N:16]3[CH2:21][CH2:20][CH:19]([N:22]4[CH2:27][CH2:26][N:25]([CH3:28])[CH2:24][CH2:23]4)[CH2:18][CH2:17]3)=[O:15])[CH:8]=2)=[C:4]([F:31])[CH:3]=1.[F:32][C:33]1[CH:38]=[CH:37][C:36]([CH2:39][C:40]([N:42]=[C:43]=[O:44])=[O:41])=[CH:35][CH:34]=1. The catalyst is O1CCCC1. The product is [F:31][C:4]1[CH:3]=[C:2]([NH:1][C:43]([NH:42][C:40](=[O:41])[CH2:39][C:36]2[CH:37]=[CH:38][C:33]([F:32])=[CH:34][CH:35]=2)=[O:44])[CH:30]=[CH:29][C:5]=1[O:6][C:7]1[CH:12]=[CH:11][N:10]=[C:9]([NH:13][C:14]([N:16]2[CH2:21][CH2:20][CH:19]([N:22]3[CH2:23][CH2:24][N:25]([CH3:28])[CH2:26][CH2:27]3)[CH2:18][CH2:17]2)=[O:15])[CH:8]=1. The yield is 0.0710. (4) The reactants are [CH3:1][N:2]([CH3:20])[CH2:3][CH2:4][CH2:5][O:6][C:7]1[CH:12]=[CH:11][C:10]([NH2:13])=[CH:9][C:8]=1[C:14]1[N:15]([CH3:19])[N:16]=[CH:17][CH:18]=1.[CH3:21][C:22]1[CH:27]=[CH:26][C:25]([N:28]=[C:29]=[O:30])=[CH:24][CH:23]=1. The catalyst is C(Cl)Cl. The product is [CH3:20][N:2]([CH3:1])[CH2:3][CH2:4][CH2:5][O:6][C:7]1[CH:12]=[CH:11][C:10]([NH:13][C:29]([NH:28][C:25]2[CH:26]=[CH:27][C:22]([CH3:21])=[CH:23][CH:24]=2)=[O:30])=[CH:9][C:8]=1[C:14]1[N:15]([CH3:19])[N:16]=[CH:17][CH:18]=1. The yield is 0.910. (5) The reactants are [F:1][C:2]1[C:10]2[S:9][C:8](N(C)C)=[CH:7][C:6]=2[C:5]([O:14][CH3:15])=[CH:4][CH:3]=1.Cl.C1C[O:20]CC1. No catalyst specified. The product is [F:1][C:2]1[C:10]2[S:9][C:8](=[O:20])[CH2:7][C:6]=2[C:5]([O:14][CH3:15])=[CH:4][CH:3]=1. The yield is 0.840. (6) The reactants are C([O:8][C:9](=[O:22])[CH2:10][N:11]1[C:15]2[CH:16]=[C:17]([CH3:20])[CH:18]=[CH:19][C:14]=2[O:13][C:12]1=[O:21])C1C=CC=CC=1. The catalyst is C(OCC)(=O)C.[Pd]. The product is [CH3:20][C:17]1[CH:18]=[CH:19][C:14]2[O:13][C:12](=[O:21])[N:11]([CH2:10][C:9]([OH:22])=[O:8])[C:15]=2[CH:16]=1. The yield is 1.00. (7) The reactants are [F:1][C:2]1[CH:7]=[C:6]([N+:8]([O-])=O)[CH:5]=[C:4]([F:11])[C:3]=1[N:12]1[CH2:17][CH:16]=[C:15]([C:18]2[CH:23]=[CH:22][C:21]([F:24])=[C:20]([F:25])[CH:19]=2)[CH2:14][CH2:13]1. The catalyst is C1COCC1.[Pd]. The product is [F:25][C:20]1[CH:19]=[C:18]([CH:15]2[CH2:14][CH2:13][N:12]([C:3]3[C:4]([F:11])=[CH:5][C:6]([NH2:8])=[CH:7][C:2]=3[F:1])[CH2:17][CH2:16]2)[CH:23]=[CH:22][C:21]=1[F:24]. The yield is 1.00.